Dataset: Full USPTO retrosynthesis dataset with 1.9M reactions from patents (1976-2016). Task: Predict the reactants needed to synthesize the given product. (1) Given the product [CH:1]1([CH:6]2[C:7]3[CH:8]=[CH:9][C:10]([OH:22])=[CH:11][C:12]=3[O:13][C:14]3[C:19]2=[CH:18][CH:17]=[C:16]([OH:20])[CH:15]=3)[CH2:2][CH2:3][CH2:4][CH2:5]1, predict the reactants needed to synthesize it. The reactants are: [C:1]1(=[C:6]2[C:19]3[CH:18]=[CH:17][C:16]([O:20]C)=[CH:15][C:14]=3[O:13][C:12]3[C:7]2=[CH:8][CH:9]=[C:10]([O:22]C)[CH:11]=3)[CH2:5][CH2:4][CH2:3][CH2:2]1.B(Br)(Br)Br. (2) Given the product [CH:1]1([CH:7]([NH:21][C:22]2[CH:23]=[CH:24][C:25]([C:26]([N:32]([CH3:31])[CH2:33][CH2:34][C:35]([OH:37])=[O:36])=[O:27])=[CH:29][CH:30]=2)[C:8]2[CH:12]=[C:11]([CH:13]3[CH2:14][CH2:15][CH2:16][CH2:17][CH2:18]3)[S:10][C:9]=2[CH2:19][CH3:20])[CH2:6][CH2:5][CH2:4][CH2:3][CH2:2]1, predict the reactants needed to synthesize it. The reactants are: [CH:1]1([CH:7]([NH:21][C:22]2[CH:30]=[CH:29][C:25]([C:26](O)=[O:27])=[CH:24][CH:23]=2)[C:8]2[CH:12]=[C:11]([CH:13]3[CH2:18][CH2:17][CH2:16][CH2:15][CH2:14]3)[S:10][C:9]=2[CH2:19][CH3:20])[CH2:6][CH2:5][CH2:4][CH2:3][CH2:2]1.[CH3:31][NH:32][CH2:33][CH2:34][C:35]([O:37]CC)=[O:36]. (3) Given the product [CH3:1][N:2]([CH2:13][C:14]1[N:18]([CH2:19][C@H:20]2[CH2:25][CH2:24][CH2:23][N:22]([CH2:26][CH:39]([CH3:48])[CH3:40])[CH2:21]2)[C:17]2[CH:33]=[CH:34][CH:35]=[CH:36][C:16]=2[N:15]=1)[C@@H:3]1[C:12]2[N:11]=[CH:10][CH:9]=[CH:8][C:7]=2[CH2:6][CH2:5][CH2:4]1, predict the reactants needed to synthesize it. The reactants are: [CH3:1][N:2]([CH2:13][C:14]1[N:18]([CH2:19][C@H:20]2[CH2:25][CH2:24][CH2:23][N:22]([CH2:26]C3C=CC=CN=3)[CH2:21]2)[C:17]2[CH:33]=[CH:34][CH:35]=[CH:36][C:16]=2[N:15]=1)[C@@H:3]1[C:12]2[N:11]=[CH:10][CH:9]=[CH:8][C:7]=2[CH2:6][CH2:5][CH2:4]1.CN(CC1N(C[C@H]2CCCNC2)C2C=CC=CC=2N=1)[C@@H:39]1[C:48]2N=CC=CC=2CC[CH2:40]1.C(=O)C(C)C. (4) Given the product [F:18][C:13]1[CH:14]=[CH:15][CH:16]=[CH:17][C:12]=1[C:4]1[C:3]([CH3:19])=[C:2]([NH:28][C:27]2[CH:29]=[C:30]([C:33]3[CH:34]=[N:35][CH:36]=[CH:37][CH:38]=3)[CH:31]=[CH:32][C:26]=2[N:23]2[CH2:24][CH2:25][O:20][CH2:21][CH2:22]2)[C:11]2[C:6](=[CH:7][CH:8]=[CH:9][CH:10]=2)[N:5]=1, predict the reactants needed to synthesize it. The reactants are: Cl[C:2]1[C:11]2[C:6](=[CH:7][CH:8]=[CH:9][CH:10]=2)[N:5]=[C:4]([C:12]2[CH:17]=[CH:16][CH:15]=[CH:14][C:13]=2[F:18])[C:3]=1[CH3:19].[O:20]1[CH2:25][CH2:24][N:23]([C:26]2[CH:32]=[CH:31][C:30]([C:33]3[CH:34]=[N:35][CH:36]=[CH:37][CH:38]=3)=[CH:29][C:27]=2[NH2:28])[CH2:22][CH2:21]1.Cl.O1CCOCC1. (5) Given the product [C:12](#[N:13])[C:6]1[C:7](=[CH:10][CH:11]=[CH:4][CH:5]=1)[C:8]#[N:9], predict the reactants needed to synthesize it. The reactants are: [N+]([C:4]1[CH:5]=[C:6]([C:12]#[N:13])[C:7](=[CH:10][CH:11]=1)[C:8]#[N:9])([O-])=O.C=CC/C=C\C/C=C\CCCCCCCC1C=C(O)C=CC=1.C([O-])([O-])=O.[K+].[K+]. (6) Given the product [CH3:13][O:12][C:1](=[O:11])[C:2]1[CH:10]=[CH:9][C:7]([O:8][CH2:25][CH2:24][CH2:23][CH2:22][CH2:21][Br:20])=[C:4]([O:5][CH3:6])[CH:3]=1, predict the reactants needed to synthesize it. The reactants are: [C:1]([O:12][CH3:13])(=[O:11])[C:2]1[CH:10]=[CH:9][C:7]([OH:8])=[C:4]([O:5][CH3:6])[CH:3]=1.C([O-])([O-])=O.[K+].[K+].[Br:20][CH2:21][CH2:22][CH2:23][CH2:24][CH2:25]Br. (7) Given the product [CH2:1]([C:8]1[C:16]2[C:15](=[O:17])[NH:14][N:13]=[CH:12][C:11]=2[NH:10][C:9]=1[C:27]1[CH:32]=[CH:31][C:30]([O:33][CH:34]([F:35])[F:36])=[C:29]([O:37][CH:38]2[CH2:40][CH2:39]2)[CH:28]=1)[C:2]1[CH:3]=[CH:4][CH:5]=[CH:6][CH:7]=1, predict the reactants needed to synthesize it. The reactants are: [CH2:1]([C:8]1[C:16]2[C:15](=[O:17])[NH:14][N:13]=[CH:12][C:11]=2[N:10](COCC2C=CC=CC=2)[C:9]=1[C:27]1[CH:32]=[CH:31][C:30]([O:33][CH:34]([F:36])[F:35])=[C:29]([O:37][CH:38]2[CH2:40][CH2:39]2)[CH:28]=1)[C:2]1[CH:7]=[CH:6][CH:5]=[CH:4][CH:3]=1.Cl.[H][H]. (8) The reactants are: O1C2(CCC(C3C4C(=CC=CC=4)NC=3)CC2)OCC1.[O:20]1[C:24]2([CH2:29][CH2:28][C:27]([C:30]3[C:38]4[C:33](=[CH:34][CH:35]=[C:36]([O:39][CH3:40])[CH:37]=4)[NH:32][CH:31]=3)=[CH:26][CH2:25]2)[O:23][CH2:22][CH2:21]1. Given the product [O:23]1[C:24]2([CH2:25][CH2:26][CH:27]([C:30]3[C:38]4[C:33](=[CH:34][CH:35]=[C:36]([O:39][CH3:40])[CH:37]=4)[NH:32][CH:31]=3)[CH2:28][CH2:29]2)[O:20][CH2:21][CH2:22]1, predict the reactants needed to synthesize it. (9) Given the product [CH3:16][N:17]([C:32]([N:10]1[CH2:15][CH2:14][O:13][CH2:12][CH2:11]1)=[O:33])[C@H:18]([C:20]([C@:22]([CH3:31])([OH:30])[C:23]([O:25][C:26]([CH3:27])([CH3:29])[CH3:28])=[O:24])=[O:21])[CH3:19], predict the reactants needed to synthesize it. The reactants are: C(N(CC)C(C)C)(C)C.[NH:10]1[CH2:15][CH2:14][O:13][CH2:12][CH2:11]1.[CH3:16][N:17]([C:32](OC1C=CC([N+]([O-])=O)=CC=1)=[O:33])[C@H:18]([C:20]([C@:22]([CH3:31])([OH:30])[C:23]([O:25][C:26]([CH3:29])([CH3:28])[CH3:27])=[O:24])=[O:21])[CH3:19].O. (10) Given the product [C:1]([O:4][CH2:5][C:6]1[C:16]2[CH2:15][CH2:14][C:13]3[CH:17]=[CH:18][CH:19]=[CH:20][C:12]=3[C:11](=[O:21])[C:10]=2[C:9]([I:30])=[CH:8][CH:7]=1)(=[O:3])[CH3:2], predict the reactants needed to synthesize it. The reactants are: [C:1]([O:4][CH2:5][C:6]1[C:16]2[CH2:15][CH2:14][C:13]3[CH:17]=[CH:18][CH:19]=[CH:20][C:12]=3[C:11](=[O:21])[C:10]=2[CH:9]=[CH:8][CH:7]=1)(=[O:3])[CH3:2].FC(F)(F)C([O-])=O.[Tl+].[I-:30].[K+].C(=O)([O-])O.[Na+].